Dataset: Full USPTO retrosynthesis dataset with 1.9M reactions from patents (1976-2016). Task: Predict the reactants needed to synthesize the given product. (1) Given the product [Br:1][C:2]1[CH:3]=[C:4]([CH2:8][CH2:9][CH2:10][OH:11])[CH:5]=[CH:6][CH:7]=1, predict the reactants needed to synthesize it. The reactants are: [Br:1][C:2]1[CH:3]=[C:4]([CH2:8][CH2:9][C:10](O)=[O:11])[CH:5]=[CH:6][CH:7]=1.[BH4-].[Na+].[OH-].[Na+]. (2) Given the product [NH:14]1[C:21]2[CH:20]=[C:19]([CH2:23][OH:24])[S:18][C:17]=2[CH:16]=[N:15]1, predict the reactants needed to synthesize it. The reactants are: C(=[N:14][N:15]=[CH:16][C:17]1[S:18][C:19]([C:23](C)(C)[O:24][SiH2]C(C)(C)C)=[CH:20][C:21]=1Br)(C1C=CC=CC=1)C1C=CC=CC=1.C(=NN)(C1C=CC=CC=1)C1C=CC=CC=1.C(=O)([O-])[O-].[Cs+].[Cs+]. (3) Given the product [C:13]([C:4]1[CH:3]=[C:2]([NH:1][C:17]([NH:24][C:28]2[CH:27]=[C:32]3[C:36](=[CH:37][CH:38]=2)[NH:35][CH:34]=[C:33]3[CH2:39][CH2:40][C:41]2[CH:42]=[CH:43][N:44]=[CH:45][CH:46]=2)=[O:18])[N:6]([C:7]2[CH:12]=[CH:11][CH:10]=[CH:9][CH:8]=2)[N:5]=1)([CH3:16])([CH3:15])[CH3:14], predict the reactants needed to synthesize it. The reactants are: [NH2:1][C:2]1[N:6]([C:7]2[CH:12]=[CH:11][CH:10]=[CH:9][CH:8]=2)[N:5]=[C:4]([C:13]([CH3:16])([CH3:15])[CH3:14])[CH:3]=1.[C:17]([N:24]1[CH:28]=[CH:27]N=C1)(N1C=CN=C1)=[O:18].NC1C=[C:32]2[C:36](=[CH:37][CH:38]=1)[NH:35][CH:34]=[C:33]2[CH2:39][CH2:40][C:41]1[CH:46]=[CH:45][N:44]=[CH:43][CH:42]=1.